This data is from Reaction yield outcomes from USPTO patents with 853,638 reactions. The task is: Predict the reaction yield, written as a fraction of the theoretical maximum amount of product (1.0 means a 100% yield; for example, 0.34 means a 34% yield). (1) The product is [I:25][C:22]1[N:17]([CH2:16][CH2:15][O:14][CH3:13])[C:18](=[S:24])[NH:19][C:20](=[O:23])[CH:21]=1. The reactants are C(NC(C)C)(C)C.C([Li])CCC.[CH3:13][O:14][CH2:15][CH2:16][N:17]1[CH:22]=[CH:21][C:20](=[O:23])[NH:19][C:18]1=[S:24].[I:25]I. The yield is 0.540. The catalyst is C1COCC1.[Cl-].[NH4+]. (2) The yield is 0.602. The reactants are [C:1]([O:5][C:6]([N:8]1[C:16]2[C:11](=[C:12]([F:17])[CH:13]=[CH:14][CH:15]=2)[CH:10]=[C:9]1B(O)O)=[O:7])([CH3:4])([CH3:3])[CH3:2].[Cl:21][C:22]1[CH:27]=[N:26][CH:25]=[C:24](Cl)[N:23]=1.[O-]P([O-])([O-])=O.[K+].[K+].[K+]. The catalyst is CN(C=O)C.O.C1C=CC(P(C2C=CC=CC=2)[C-]2C=CC=C2)=CC=1.C1C=CC(P(C2C=CC=CC=2)[C-]2C=CC=C2)=CC=1.Cl[Pd]Cl.[Fe+2]. The product is [Cl:21][C:22]1[N:23]=[C:24]([C:9]2[N:8]([C:6]([O:5][C:1]([CH3:4])([CH3:3])[CH3:2])=[O:7])[C:16]3[C:11]([CH:10]=2)=[C:12]([F:17])[CH:13]=[CH:14][CH:15]=3)[CH:25]=[N:26][CH:27]=1. (3) The reactants are [F:1][CH:2]([F:9])[C:3]([CH3:8])([CH3:7])C(O)=O.C1C=CC(P([N:24]=[N+]=[N-])(C2C=CC=CC=2)=O)=CC=1.[Cl:27][C:28]1[CH:29]=[C:30]([C:35]2[C:43]([C:44]([NH2:46])=[O:45])=[C:38]3[CH2:39][NH:40][CH2:41][CH2:42][N:37]3[N:36]=2)[CH:31]=[CH:32][C:33]=1[F:34].C1[CH2:51][O:50]CC1. The catalyst is C1(C)C=CC=CC=1.C(OCC)(=O)C. The product is [Cl:27][C:28]1[CH:29]=[C:30]([C:35]2[C:43]([C:44]([NH2:46])=[O:45])=[C:38]3[CH2:39][N:40]([C:51]([NH:24][C:3]([CH3:7])([CH3:8])[CH:2]([F:1])[F:9])=[O:50])[CH2:41][CH2:42][N:37]3[N:36]=2)[CH:31]=[CH:32][C:33]=1[F:34]. The yield is 0.840.